Dataset: Forward reaction prediction with 1.9M reactions from USPTO patents (1976-2016). Task: Predict the product of the given reaction. Given the reactants [CH3:1][O:2][C:3]([C:5]1[N:6]=[CH:7][NH:8][CH:9]=1)=[O:4].Cl[CH2:11][O:12][CH3:13], predict the reaction product. The product is: [CH3:1][O:2][C:3]([C:5]1[N:6]=[CH:7][N:8]([CH2:11][O:12][CH3:13])[CH:9]=1)=[O:4].